Dataset: Full USPTO retrosynthesis dataset with 1.9M reactions from patents (1976-2016). Task: Predict the reactants needed to synthesize the given product. (1) The reactants are: OC(C(F)(F)F)=O.[OH:8][NH:9][C:10]([C@H:12]1[CH2:17][C@H:16]([O:18][C:19]2[CH:24]=[CH:23][N:22]=[CH:21][CH:20]=2)[CH2:15][N:14]([CH3:25])[C@@H:13]1[C:26]([N:28]1[CH2:33][CH:32]=[C:31]([C:34]2[CH:39]=[CH:38][CH:37]=[CH:36][CH:35]=2)[CH2:30][CH2:29]1)=[O:27])=[O:11].[H][H]. Given the product [OH:8][NH:9][C:10]([CH:12]1[CH2:17][CH:16]([O:18][C:19]2[CH:20]=[CH:21][N:22]=[CH:23][CH:24]=2)[CH2:15][N:14]([CH3:25])[CH:13]1[C:26]([N:28]1[CH2:33][CH2:32][CH:31]([C:34]2[CH:35]=[CH:36][CH:37]=[CH:38][CH:39]=2)[CH2:30][CH2:29]1)=[O:27])=[O:11], predict the reactants needed to synthesize it. (2) Given the product [C:1]([C:5]1[CH:13]=[C:12]([CH:11]=[C:7]([C:8](=[O:10])[NH:46][CH2:45][CH2:44][C:43]#[N:42])[CH:6]=1)[C:14]([O:16][CH3:17])=[O:15])([CH3:2])([CH3:3])[CH3:4], predict the reactants needed to synthesize it. The reactants are: [C:1]([C:5]1[CH:6]=[C:7]([CH:11]=[C:12]([C:14]([O:16][CH3:17])=[O:15])[CH:13]=1)[C:8]([OH:10])=O)([CH3:4])([CH3:3])[CH3:2].CN(C(ON1N=NC2C=CC=NC1=2)=[N+](C)C)C.F[P-](F)(F)(F)(F)F.[NH2:42][CH2:43][CH2:44][C:45]#[N:46].CCN(C(C)C)C(C)C. (3) Given the product [ClH:47].[C:11]([N:14]1[C:23]2[C:18](=[CH:19][C:20]([C:2]3[CH:7]=[CH:6][CH:5]=[C:4]([CH2:8][NH:9][CH3:10])[CH:3]=3)=[CH:21][CH:22]=2)[C@H:17]([NH:33][C:34](=[O:39])[O:35][CH:36]([CH3:38])[CH3:37])[CH2:16][C@@H:15]1[CH3:40])(=[O:13])[CH3:12], predict the reactants needed to synthesize it. The reactants are: Br[C:2]1[CH:3]=[C:4]([CH2:8][NH:9][CH3:10])[CH:5]=[CH:6][CH:7]=1.[C:11]([N:14]1[C:23]2[C:18](=[CH:19][C:20](B3OC(C)(C)C(C)(C)O3)=[CH:21][CH:22]=2)[C@H:17]([NH:33][C:34](=[O:39])[O:35][CH:36]([CH3:38])[CH3:37])[CH2:16][C@@H:15]1[CH3:40])(=[O:13])[CH3:12].C(=O)([O-])[O-].[K+].[K+].[ClH:47]. (4) Given the product [NH2:18][C:16]1[S:17][C:2]([CH:12]([CH3:14])[CH3:13])=[C:3]([C:4]([N:6]2[CH2:10][CH2:9][CH2:8][CH2:7]2)=[O:5])[N:15]=1, predict the reactants needed to synthesize it. The reactants are: Br[CH:2]([CH:12]([CH3:14])[CH3:13])[C:3](=O)[C:4]([N:6]1[CH2:10][CH2:9][CH2:8][CH2:7]1)=[O:5].[NH2:15][C:16]([NH2:18])=[S:17]. (5) The reactants are: Br[C:2]1[CH:3]=[C:4]([C:8]2([C:21]3[CH:26]=[CH:25][CH:24]=[C:23](C)[CH:22]=3)[C:20]3[CH:19]=[CH:18][CH:17]=[CH:16][C:15]=3[C:14]3[C:9]2=[CH:10][CH:11]=[CH:12][CH:13]=3)[CH:5]=[CH:6][CH:7]=1.[NH2:28][C:29]1[CH:34]=[CH:33][CH:32]=[C:31]([CH3:35])[CH:30]=1.[CH3:36]C(C)([O-])C.[Na+].C(P(C(C)(C)C)C(C)(C)C)(C)(C)C. Given the product [CH3:35][C:31]1[CH:30]=[C:29]([NH:28][C:6]2[CH:7]=[CH:2][CH:3]=[C:4]([C:8]3([C:21]4[CH:22]=[CH:23][C:24]([CH3:36])=[CH:25][CH:26]=4)[C:20]4[CH:19]=[CH:18][CH:17]=[CH:16][C:15]=4[C:14]4[C:9]3=[CH:10][CH:11]=[CH:12][CH:13]=4)[CH:5]=2)[CH:34]=[CH:33][CH:32]=1, predict the reactants needed to synthesize it. (6) Given the product [F:24][C:21]([C:19]1[CH:18]=[N:17][N:16]2[CH:8]=[CH:9][N:14]=[C:15]2[N:20]=1)([CH3:23])[CH3:22], predict the reactants needed to synthesize it. The reactants are: C(OC(O[CH2:8][CH3:9])CBr)C.C(O)C.[Na].[NH2:14][C:15]1[N:16]=[N:17][CH:18]=[C:19]([C:21]([F:24])([CH3:23])[CH3:22])[N:20]=1.